This data is from Full USPTO retrosynthesis dataset with 1.9M reactions from patents (1976-2016). The task is: Predict the reactants needed to synthesize the given product. (1) Given the product [CH2:1]([N:3]([CH2:20][CH3:21])[CH2:4][CH2:5][NH:6][C:38]([C:30]1[C:29]2[NH:28][C:27]3[C:36](=[C:23]([I:22])[CH:24]=[CH:25][CH:26]=3)[C:35](=[O:37])[C:34]=2[CH:33]=[CH:32][CH:31]=1)=[O:39])[CH3:2], predict the reactants needed to synthesize it. The reactants are: [CH2:1]([N:3]([CH2:20][CH3:21])[CH2:4][CH2:5][NH:6]C(C1C=CC2C(=CC=C(I)C=2)C=1)=O)[CH3:2].[I:22][C:23]1[CH:24]=[CH:25][CH:26]=[C:27]2[C:36]=1[C:35](=[O:37])[C:34]1[CH:33]=[CH:32][CH:31]=[C:30]([C:38](OC)=[O:39])[C:29]=1[NH:28]2.[K+].[Br-].C(N(CC)CCNC(C1SC2C=CC=C(I)C=2C=1)=O)C. (2) Given the product [C:39]([N:36]1[CH2:35][CH2:34][N:33]([C:30]2[CH:31]=[CH:32][C:27]([NH:26][C:24]3[C:23]([Cl:45])=[CH:22][N:21]=[C:20]([NH:1][C:2]4[CH:7]=[CH:6][C:5]([N:8]5[CH2:13][CH2:12][N:11]([C:14](=[O:16])[CH3:15])[CH2:10][CH2:9]5)=[CH:4][C:3]=4[O:17][CH3:18])[N:25]=3)=[C:28]([O:42][CH2:43][CH3:44])[CH:29]=2)[CH2:38][CH2:37]1)(=[O:41])[CH3:40], predict the reactants needed to synthesize it. The reactants are: [NH2:1][C:2]1[CH:7]=[CH:6][C:5]([N:8]2[CH2:13][CH2:12][N:11]([C:14](=[O:16])[CH3:15])[CH2:10][CH2:9]2)=[CH:4][C:3]=1[O:17][CH3:18].Cl[C:20]1[N:25]=[C:24]([NH:26][C:27]2[CH:32]=[CH:31][C:30]([N:33]3[CH2:38][CH2:37][N:36]([C:39](=[O:41])[CH3:40])[CH2:35][CH2:34]3)=[CH:29][C:28]=2[O:42][CH2:43][CH3:44])[C:23]([Cl:45])=[CH:22][N:21]=1.